Predict the product of the given reaction. From a dataset of Forward reaction prediction with 1.9M reactions from USPTO patents (1976-2016). (1) Given the reactants S(=O)(=O)(O)O.[OH:6][C:7]1[C:8]([C:13]([OH:15])=[O:14])=[N:9][CH:10]=[CH:11][CH:12]=1.[CH3:16]O, predict the reaction product. The product is: [OH:6][C:7]1[C:8]([C:13]([O:15][CH3:16])=[O:14])=[N:9][CH:10]=[CH:11][CH:12]=1. (2) Given the reactants [Cl:1][C:2]1[CH:7]=[CH:6][C:5]([C:8]2[CH:13]=[C:12]([CH:14]3[CH2:16][CH2:15]3)[N:11]3[N:17]=[CH:18][C:19]([C:20](O)=[O:21])=[C:10]3[N:9]=2)=[CH:4][CH:3]=1.O[NH:24][C:25]([C:27]1[S:28][C:29]([S:32](=[O:35])(=[O:34])[NH2:33])=[CH:30][CH:31]=1)=[NH:26], predict the reaction product. The product is: [Cl:1][C:2]1[CH:3]=[CH:4][C:5]([C:8]2[CH:13]=[C:12]([CH:14]3[CH2:15][CH2:16]3)[N:11]3[N:17]=[CH:18][C:19]([C:20]4[O:21][N:26]=[C:25]([C:27]5[S:28][C:29]([S:32]([NH2:33])(=[O:35])=[O:34])=[CH:30][CH:31]=5)[N:24]=4)=[C:10]3[N:9]=2)=[CH:6][CH:7]=1. (3) Given the reactants [Br:1][C:2]1[CH:6]=[N:5][N:4]([CH:7]([CH3:9])[CH3:8])[C:3]=1[C:10]1[CH:11]=[C:12]([NH2:18])[CH:13]=[CH:14][C:15]=1[O:16][CH3:17].[Cl:19][C:20]1[CH:21]=[C:22]([N:27]=[C:28]=[O:29])[CH:23]=[CH:24][C:25]=1[F:26], predict the reaction product. The product is: [Br:1][C:2]1[CH:6]=[N:5][N:4]([CH:7]([CH3:9])[CH3:8])[C:3]=1[C:10]1[CH:11]=[C:12]([NH:18][C:28]([NH:27][C:22]2[CH:23]=[CH:24][C:25]([F:26])=[C:20]([Cl:19])[CH:21]=2)=[O:29])[CH:13]=[CH:14][C:15]=1[O:16][CH3:17]. (4) Given the reactants [N+:1]([O:4][CH2:5][CH2:6][CH2:7][C:8]([O:10][CH2:11][CH:12]([NH:20]C(OCC1C2C=CC=CC=2C2C1=CC=CC=2)=O)[C:13]([O:15][C:16]([CH3:19])([CH3:18])[CH3:17])=[O:14])=[O:9])([O-:3])=[O:2].N1CCCCC1, predict the reaction product. The product is: [N+:1]([O:4][CH2:5][CH2:6][CH2:7][C:8]([O:10][CH2:11][CH:12]([NH2:20])[C:13]([O:15][C:16]([CH3:18])([CH3:17])[CH3:19])=[O:14])=[O:9])([O-:3])=[O:2]. (5) Given the reactants [NH:1]1[CH2:6][CH:5]=[C:4]([C:7]([O:9]CC)=[O:8])[CH2:3][CH2:2]1.C([O-])([O-])=O.[K+].[K+].[OH-].[Na+], predict the reaction product. The product is: [NH:1]1[CH2:2][CH:3]=[C:4]([C:7]([OH:9])=[O:8])[CH2:5][CH2:6]1. (6) Given the reactants Br[C:2]1[S:3][C:4]2[C:10]([C:11]3[CH:16]=[CH:15][C:14]([Cl:17])=[CH:13][CH:12]=3)=[C:9]([C@H:18]([O:23][C:24]([CH3:27])([CH3:26])[CH3:25])[C:19]([O:21][CH3:22])=[O:20])[C:8]([CH3:28])=[CH:7][C:5]=2[N:6]=1.[Cl-].[Li+].[CH3:31][N:32]1[C:40]2[C:35](=[CH:36][C:37]([C:41]3[N:46]=[C:45]([Sn](CCCC)(CCCC)CCCC)[CH:44]=[CH:43][N:42]=3)=[CH:38][CH:39]=2)[CH:34]=[N:33]1, predict the reaction product. The product is: [C:24]([O:23][C@@H:18]([C:9]1[C:8]([CH3:28])=[CH:7][C:5]2[N:6]=[C:2]([C:43]3[CH:44]=[CH:45][N:46]=[C:41]([C:37]4[CH:36]=[C:35]5[C:40](=[CH:39][CH:38]=4)[N:32]([CH3:31])[N:33]=[CH:34]5)[N:42]=3)[S:3][C:4]=2[C:10]=1[C:11]1[CH:16]=[CH:15][C:14]([Cl:17])=[CH:13][CH:12]=1)[C:19]([O:21][CH3:22])=[O:20])([CH3:27])([CH3:26])[CH3:25]. (7) Given the reactants FC(F)(F)[C:3]([N:5](C)[CH2:6][C:7]1[NH:8][C:9](=[O:16])[C:10]2[S:15][CH:14]=[CH:13][C:11]=2[N:12]=1)=O.C([O-])([O-])=O.[K+].[K+], predict the reaction product. The product is: [CH3:3][NH:5][CH2:6][C:7]1[NH:8][C:9](=[O:16])[C:10]2[S:15][CH:14]=[CH:13][C:11]=2[N:12]=1. (8) Given the reactants N1(C(OC(C)(C)C)=O)CCC(C(OCOC(=O)[N:13]([C:26]2[N:35]=[C:29]3[CH:30]=[CH:31][C:32](Cl)=[CH:33][N:28]3[N:27]=2)[C:14]2[CH:19]=[CH:18][C:17]([S:20]([CH3:23])(=[O:22])=[O:21])=[CH:16][C:15]=2[O:24][CH3:25])=O)CC1.[F:44][C:45]1[CH:50]=[CH:49][C:48]([C@@H:51]([CH3:64])[C:52]([NH:54][C:55]2[CH:60]=[CH:59][C:58](B(O)O)=[CH:57][CH:56]=2)=[O:53])=[CH:47][CH:46]=1.O.P([O-])([O-])([O-])=O.[K+].[K+].[K+].C1(P(C2CCCCC2)C2C=CC=CC=2C2C(OC)=CC=CC=2OC)CCCCC1, predict the reaction product. The product is: [F:44][C:45]1[CH:46]=[CH:47][C:48]([C@@H:51]([CH3:64])[C:52]([NH:54][C:55]2[CH:56]=[CH:57][C:58]([C:32]3[CH:31]=[CH:30][C:29]4[N:28]([N:27]=[C:26]([NH:13][C:14]5[CH:19]=[CH:18][C:17]([S:20]([CH3:23])(=[O:22])=[O:21])=[CH:16][C:15]=5[O:24][CH3:25])[N:35]=4)[CH:33]=3)=[CH:59][CH:60]=2)=[O:53])=[CH:49][CH:50]=1. (9) Given the reactants [CH3:1][C@@H:2]1[NH:7][CH2:6][CH2:5][N:4]([C:8]([O:10][C:11]([CH3:14])([CH3:13])[CH3:12])=[O:9])[CH2:3]1.Br[C:16]1[CH:17]=[CH:18][C:19]([N+:22]([O-:24])=[O:23])=[N:20][CH:21]=1, predict the reaction product. The product is: [CH3:1][C@@H:2]1[N:7]([C:16]2[CH:21]=[N:20][C:19]([N+:22]([O-:24])=[O:23])=[CH:18][CH:17]=2)[CH2:6][CH2:5][N:4]([C:8]([O:10][C:11]([CH3:13])([CH3:12])[CH3:14])=[O:9])[CH2:3]1.